Task: Predict the reactants needed to synthesize the given product.. Dataset: Full USPTO retrosynthesis dataset with 1.9M reactions from patents (1976-2016) (1) Given the product [Cl:1][C:2]1[C:3]([N:9]2[CH2:14][CH2:13][CH2:12][CH2:11][CH2:10]2)=[C:4]([NH:8][C:22]([C:20]2[O:21][C:17]([C:15]#[N:16])=[CH:18][CH:19]=2)=[O:23])[CH:5]=[CH:6][CH:7]=1, predict the reactants needed to synthesize it. The reactants are: [Cl:1][C:2]1[C:3]([N:9]2[CH2:14][CH2:13][CH2:12][CH2:11][CH2:10]2)=[C:4]([NH2:8])[CH:5]=[CH:6][CH:7]=1.[C:15]([C:17]1[O:21][C:20]([C:22](Cl)=[O:23])=[CH:19][CH:18]=1)#[N:16].CCN(C(C)C)C(C)C. (2) Given the product [NH:8]1[CH2:12][CH2:11][C@@H:10]([N:13]2[CH2:14][CH2:15][S:16](=[O:20])(=[O:19])[CH2:17][CH2:18]2)[CH2:9]1, predict the reactants needed to synthesize it. The reactants are: C([N:8]1[CH2:12][CH2:11][C@@H:10]([N:13]2[CH2:18][CH2:17][S:16](=[O:20])(=[O:19])[CH2:15][CH2:14]2)[CH2:9]1)C1C=CC=CC=1.Cl.N#N. (3) Given the product [F:14][C:15]1[CH:16]=[CH:17][C:18]([C:21]2[O:25][N:24]=[C:23]([C:26]([NH:1][C@@H:2]([CH2:10][CH:11]([CH3:13])[CH3:12])[C:3]([O:5][C:6]([CH3:7])([CH3:8])[CH3:9])=[O:4])=[O:27])[CH:22]=2)=[CH:19][CH:20]=1, predict the reactants needed to synthesize it. The reactants are: [NH2:1][C@@H:2]([CH2:10][CH:11]([CH3:13])[CH3:12])[C:3]([O:5][C:6]([CH3:9])([CH3:8])[CH3:7])=[O:4].[F:14][C:15]1[CH:20]=[CH:19][C:18]([C:21]2[O:25][N:24]=[C:23]([C:26](O)=[O:27])[CH:22]=2)=[CH:17][CH:16]=1.C(Cl)CCl.C1C=CC2N(O)N=NC=2C=1.CCN(C(C)C)C(C)C. (4) Given the product [Cl:1][C:2]1[CH:14]=[C:13]([CH3:15])[C:12]2[C:11]3[C:6](=[CH:7][CH:8]=[CH:9][CH:10]=3)[C:5]([C:25]([F:28])([F:27])[F:26])([OH:16])[C:4]=2[CH:3]=1, predict the reactants needed to synthesize it. The reactants are: [Cl:1][C:2]1[CH:14]=[C:13]([CH3:15])[C:12]2[C:11]3[C:6](=[CH:7][CH:8]=[CH:9][CH:10]=3)[C:5](=[O:16])[C:4]=2[CH:3]=1.C(=O)([O-])[O-].[K+].[K+].C[Si](C)(C)[C:25]([F:28])([F:27])[F:26].[F-].C([N+](CCCC)(CCCC)CCCC)CCC.[Cl-].[NH4+]. (5) Given the product [CH3:3][C:2]1[NH:10][C:9]2[CH:8]=[CH:7][N:6]=[CH:5][C:4]=2[CH:1]=1, predict the reactants needed to synthesize it. The reactants are: [C:1]([C:4]1[CH:5]=[N:6][CH:7]=[CH:8][C:9]=1[NH:10]C(=O)OC(C)(C)C)#[C:2][CH3:3].N12CCCN=C1CCCCC2. (6) Given the product [CH3:1][O:2][C:3]([C:5]1[CH:10]=[C:9]2[N:11]=[N:13][S:12][C:8]2=[N:7][CH:6]=1)=[O:4], predict the reactants needed to synthesize it. The reactants are: [CH3:1][O:2][C:3]([C:5]1[CH:10]=[C:9]([NH2:11])[C:8](=[S:12])[NH:7][CH:6]=1)=[O:4].[N:13]([O-])=O.[Na+]. (7) Given the product [CH2:16]([NH:23][CH:11]1[CH2:10][CH2:9][CH2:8][C:7]2[CH:14]=[CH:15][C:4]([N+:1]([O-:3])=[O:2])=[CH:5][C:6]=2[CH2:12]1)[C:17]1[CH:22]=[CH:21][CH:20]=[CH:19][CH:18]=1, predict the reactants needed to synthesize it. The reactants are: [N+:1]([C:4]1[CH:15]=[CH:14][C:7]2[CH2:8][CH2:9][CH2:10][C:11](=O)[CH2:12][C:6]=2[CH:5]=1)([O-:3])=[O:2].[CH2:16]([NH2:23])[C:17]1[CH:22]=[CH:21][CH:20]=[CH:19][CH:18]=1.C(O[BH-](OC(=O)C)OC(=O)C)(=O)C.[Na+].[OH-].[Na+]. (8) The reactants are: ClC1C=CC(/C=C2\N=C(C)OC\2=O)=CC=1.[Cl:16][C:17]1[CH:22]=[CH:21][C:20]([CH2:23][C:24](=[O:28])[C:25]([OH:27])=[O:26])=[CH:19][CH:18]=1. Given the product [Cl:16][C:17]1[CH:18]=[CH:19][C:20](/[CH:23]=[C:24](\[OH:28])/[C:25]([OH:27])=[O:26])=[CH:21][CH:22]=1, predict the reactants needed to synthesize it. (9) Given the product [Cl:1][C:2]1[CH:3]=[N:4][C:5]2[N:6]([N:8]=[C:9]([C:11]([N:25]3[CH2:24][CH2:23][C:22]4[C:27](=[CH:28][CH:29]=[C:20]([N:14]5[CH2:19][CH2:18][O:17][CH2:16][CH2:15]5)[CH:21]=4)[CH2:26]3)=[O:13])[CH:10]=2)[CH:7]=1, predict the reactants needed to synthesize it. The reactants are: [Cl:1][C:2]1[CH:3]=[N:4][C:5]2[N:6]([N:8]=[C:9]([C:11]([OH:13])=O)[CH:10]=2)[CH:7]=1.[N:14]1([C:20]2[CH:21]=[C:22]3[C:27](=[CH:28][CH:29]=2)[CH2:26][NH:25][CH2:24][CH2:23]3)[CH2:19][CH2:18][O:17][CH2:16][CH2:15]1. (10) Given the product [F:1][C:2]([F:12])([F:11])[C:3]1[CH:10]=[CH:9][C:6]([CH:7]=[N:15][OH:14])=[CH:5][CH:4]=1, predict the reactants needed to synthesize it. The reactants are: [F:1][C:2]([F:12])([F:11])[C:3]1[CH:10]=[CH:9][C:6]([CH:7]=O)=[CH:5][CH:4]=1.Cl.[OH:14][NH2:15].CC([O-])=O.[Na+].